This data is from Full USPTO retrosynthesis dataset with 1.9M reactions from patents (1976-2016). The task is: Predict the reactants needed to synthesize the given product. (1) Given the product [O:30]=[C:15]1[CH:16]=[C:17]([NH:20][C:21](=[O:29])[CH2:22][C:23]2[CH:24]=[CH:25][CH:26]=[CH:27][CH:28]=2)[CH:18]=[CH:19][N:14]1[CH2:10][CH2:11][C:12]#[C:13][C:32]1[N:37]=[N:36][C:35]([NH:38][C:39](=[O:52])[CH2:40][C:41]2[CH:46]=[CH:45][CH:44]=[C:43]([O:47][C:48]([F:51])([F:49])[F:50])[CH:42]=2)=[CH:34][CH:33]=1, predict the reactants needed to synthesize it. The reactants are: CCN(C(C)C)C(C)C.[CH2:10]([N:14]1[CH:19]=[CH:18][C:17]([NH:20][C:21](=[O:29])[CH2:22][C:23]2[CH:28]=[CH:27][CH:26]=[CH:25][CH:24]=2)=[CH:16][C:15]1=[O:30])[CH2:11][C:12]#[CH:13].Cl[C:32]1[N:37]=[N:36][C:35]([NH:38][C:39](=[O:52])[CH2:40][C:41]2[CH:46]=[CH:45][CH:44]=[C:43]([O:47][C:48]([F:51])([F:50])[F:49])[CH:42]=2)=[CH:34][CH:33]=1. (2) Given the product [F:23][C:22]1[C:17]([F:16])=[CH:18][C:19]([NH:27][C:28]2[N:33]=[C:32]([C:34]3[CH:39]=[CH:38][C:37]([F:40])=[CH:36][C:35]=3[O:41][CH3:42])[N:31]=[CH:30][N:29]=2)=[CH:20][C:21]=1[CH2:24][S:25](=[N:45][C:44]#[N:43])[CH3:26], predict the reactants needed to synthesize it. The reactants are: C(OI(OC(=O)C)C1C=CC=CC=1)(=O)C.[F:16][C:17]1[CH:18]=[C:19]([NH:27][C:28]2[N:33]=[C:32]([C:34]3[CH:39]=[CH:38][C:37]([F:40])=[CH:36][C:35]=3[O:41][CH3:42])[N:31]=[CH:30][N:29]=2)[CH:20]=[C:21]([CH2:24][S:25][CH3:26])[C:22]=1[F:23].[N:43]#[C:44][NH2:45]. (3) Given the product [CH3:24][O:23][C:12]1[CH:13]=[C:14]([CH:21]=[CH:22][C:11]=1[N:10]=[N:9][C:6]1[CH:7]=[CH:8][C:3]([CH2:2][O:1][C:35]([O:37][C:38]2[CH:39]=[CH:40][C:41]([N+:44]([O-:46])=[O:45])=[CH:42][CH:43]=2)=[O:36])=[CH:4][CH:5]=1)[O:15][CH2:16][C:17]([O:19][CH3:20])=[O:18], predict the reactants needed to synthesize it. The reactants are: [OH:1][CH2:2][C:3]1[CH:8]=[CH:7][C:6]([N:9]=[N:10][C:11]2[CH:22]=[CH:21][C:14]([O:15][CH2:16][C:17]([O:19][CH3:20])=[O:18])=[CH:13][C:12]=2[O:23][CH3:24])=[CH:5][CH:4]=1.CCN(C(C)C)C(C)C.Cl[C:35]([O:37][C:38]1[CH:43]=[CH:42][C:41]([N+:44]([O-:46])=[O:45])=[CH:40][CH:39]=1)=[O:36]. (4) Given the product [CH3:1][N:2]1[CH2:21][CH2:20][C:5]2[N:6]([CH2:14][C:15]([OH:17])=[O:16])[C:7]3[CH:8]=[CH:9][C:10]([CH3:13])=[CH:11][C:12]=3[C:4]=2[CH2:3]1, predict the reactants needed to synthesize it. The reactants are: [CH3:1][N:2]1[CH2:21][CH2:20][C:5]2[N:6]([CH2:14][C:15]([O:17]CC)=[O:16])[C:7]3[CH:8]=[CH:9][C:10]([CH3:13])=[CH:11][C:12]=3[C:4]=2[CH2:3]1.[OH-].[Na+].Cl. (5) Given the product [CH3:13][O:12][C:10]1[C:9]([S:14][CH2:18][C:19]2[CH:20]=[CH:21][C:22]([C:25]3[CH:30]=[CH:29][C:28]([C:31]([F:32])([F:33])[F:34])=[CH:27][CH:26]=3)=[CH:23][CH:24]=2)=[CH:8][C:7]([CH3:15])=[C:6]([CH:11]=1)[O:5][CH2:4][C:3]([OH:2])=[O:16], predict the reactants needed to synthesize it. The reactants are: C[O:2][C:3](=[O:16])[CH2:4][O:5][C:6]1[CH:11]=[C:10]([O:12][CH3:13])[C:9]([SH:14])=[CH:8][C:7]=1[CH3:15].Cl[CH2:18][C:19]1[CH:24]=[CH:23][C:22]([C:25]2[CH:30]=[CH:29][C:28]([C:31]([F:34])([F:33])[F:32])=[CH:27][CH:26]=2)=[CH:21][CH:20]=1. (6) Given the product [C:1]([O:5][C:6]([N:8]1[CH2:9][CH2:10][CH:11]([C:14]2[CH:19]=[C:18]([F:20])[CH:17]=[CH:16][C:15]=2[C:37]2[CH2:42][C:41]([CH3:44])([CH3:43])[CH2:40][C:39]([CH3:46])([CH3:45])[CH:38]=2)[CH2:12][CH2:13]1)=[O:7])([CH3:2])([CH3:3])[CH3:4], predict the reactants needed to synthesize it. The reactants are: [C:1]([O:5][C:6]([N:8]1[CH2:13][CH2:12][CH:11]([C:14]2[CH:19]=[C:18]([F:20])[CH:17]=[CH:16][C:15]=2OS(C(F)(F)F)(=O)=O)[CH2:10][CH2:9]1)=[O:7])([CH3:4])([CH3:3])[CH3:2].CC1(C)C(C)(C)OB([C:37]2[CH2:42][C:41]([CH3:44])([CH3:43])[CH2:40][C:39]([CH3:46])([CH3:45])[CH:38]=2)O1.COCCOC.C(=O)([O-])[O-].[Na+].[Na+]. (7) The reactants are: ON1C2C=CC=CC=2N=N1.Cl.[CH3:12][N:13](C)[CH2:14][CH2:15][CH2:16]N=C=NCC.[CH2:23]([O:25][C:26]([C@@H:28]1[CH2:30][C@H:29]1[C:31]([OH:33])=O)=[O:27])[CH3:24].C(N(CC)CC)C.CNCCC. Given the product [CH2:23]([O:25][C:26]([C@@H:28]1[CH2:30][C@H:29]1[C:31](=[O:33])[N:13]([CH3:12])[CH2:14][CH2:15][CH3:16])=[O:27])[CH3:24], predict the reactants needed to synthesize it.